From a dataset of Reaction yield outcomes from USPTO patents with 853,638 reactions. Predict the reaction yield, written as a fraction of the theoretical maximum amount of product (1.0 means a 100% yield; for example, 0.34 means a 34% yield). The reactants are COC1C=CC(CN(CC2C=CC(OC)=CC=2)C2N=CC(C3C4CCNC=4N=C(N4CCOCC4)N=3)=CN=2)=CC=1.CC1C=C(N2CCOCC2)C=CC=1N.[CH3:55][C:56]1[CH:61]=[C:60]([N:62]2[CH2:67][CH2:66][O:65][CH2:64][CH2:63]2)[CH:59]=[CH:58][C:57]=1[NH:68][C:69]([N:71]1[C:75]2[N:76]=[C:77]([N:105]3[CH2:110][CH2:109][O:108][CH2:107][CH2:106]3)[N:78]=[C:79]([C:80]3[CH:81]=[N:82][C:83]([N:86](CC4C=CC(OC)=CC=4)CC4C=CC(OC)=CC=4)=[N:84][CH:85]=3)[C:74]=2[CH2:73][CH2:72]1)=[O:70]. No catalyst specified. The product is [CH3:55][C:56]1[CH:61]=[C:60]([N:62]2[CH2:63][CH2:64][O:65][CH2:66][CH2:67]2)[CH:59]=[CH:58][C:57]=1[NH:68][C:69]([N:71]1[C:75]2[N:76]=[C:77]([N:105]3[CH2:110][CH2:109][O:108][CH2:107][CH2:106]3)[N:78]=[C:79]([C:80]3[CH:81]=[N:82][C:83]([NH2:86])=[N:84][CH:85]=3)[C:74]=2[CH2:73][CH2:72]1)=[O:70]. The yield is 0.630.